From a dataset of Forward reaction prediction with 1.9M reactions from USPTO patents (1976-2016). Predict the product of the given reaction. (1) Given the reactants [CH3:1][O:2][C:3]1[CH:8]=[CH:7][C:6]([OH:9])=[CH:5][CH:4]=1.[F:10][C:11]1[CH:18]=[CH:17][C:14]([CH2:15]Cl)=[CH:13][CH:12]=1, predict the reaction product. The product is: [CH3:1][O:2][C:3]1[CH:8]=[CH:7][C:6]([OH:9])=[C:5]([CH2:15][C:14]2[CH:17]=[CH:18][C:11]([F:10])=[CH:12][CH:13]=2)[CH:4]=1. (2) Given the reactants C(C1NC=CN=1)(C1[NH:4]C=CN=1)=O.[N+:13]([C:16]1[C:21](=[O:22])[NH:20][CH:19]=[C:18]([C:23]([OH:25])=O)[CH:17]=1)([O-:15])=[O:14], predict the reaction product. The product is: [N+:13]([C:16]1[C:21](=[O:22])[NH:20][CH:19]=[C:18]([C:23]([NH2:4])=[O:25])[CH:17]=1)([O-:15])=[O:14]. (3) Given the reactants [C:1]([O:5][C:6]([N:8]1[CH2:13][CH2:12][CH:11]([N:14]2[CH2:18][CH2:17][CH2:16][C@H:15]2[CH2:19][OH:20])[CH2:10][CH2:9]1)=[O:7])([CH3:4])([CH3:3])[CH3:2].[H-].[Na+].[C:23](Cl)(=[O:30])[C:24]1[CH:29]=[CH:28][CH:27]=[CH:26][CH:25]=1, predict the reaction product. The product is: [C:1]([O:5][C:6]([N:8]1[CH2:13][CH2:12][CH:11]([N:14]2[CH2:18][CH2:17][CH2:16][C@H:15]2[CH2:19][O:20][C:23](=[O:30])[C:24]2[CH:29]=[CH:28][CH:27]=[CH:26][CH:25]=2)[CH2:10][CH2:9]1)=[O:7])([CH3:4])([CH3:3])[CH3:2].